This data is from Reaction yield outcomes from USPTO patents with 853,638 reactions. The task is: Predict the reaction yield, written as a fraction of the theoretical maximum amount of product (1.0 means a 100% yield; for example, 0.34 means a 34% yield). (1) The reactants are [Br:1][C:2]1[CH:3]=[C:4]([C:8]2([C:18]3[CH:23]=[CH:22][CH:21]=[C:20]([OH:24])[CH:19]=3)[C:12]3=[N:13][CH2:14][CH2:15][CH2:16][N:11]3[C:10](=[S:17])[NH:9]2)[CH:5]=[CH:6][CH:7]=1.[CH2:25]([S:28](Cl)(=[O:30])=[O:29])[CH2:26][CH3:27]. No catalyst specified. The product is [CH2:25]([S:28]([O:24][C:20]1[CH:21]=[CH:22][CH:23]=[C:18]([C:8]2([C:4]3[CH:5]=[CH:6][CH:7]=[C:2]([Br:1])[CH:3]=3)[C:12]3=[N:13][CH2:14][CH2:15][CH2:16][N:11]3[C:10](=[S:17])[NH:9]2)[CH:19]=1)(=[O:30])=[O:29])[CH2:26][CH3:27]. The yield is 0.340. (2) The reactants are [C:1]([O:5][C:6](=[O:41])[CH2:7][CH2:8][C:9]1[CH:14]=[CH:13][C:12]([O:15][CH2:16][CH2:17][C:18]2[N:19]=[C:20]([C:24]3[CH:29]=[CH:28][C:27]([N+:30]([O-])=O)=[CH:26][CH:25]=3)[O:21][C:22]=2[CH3:23])=[CH:11][C:10]=1[CH2:33][NH:34][C:35]([O:37][CH:38]([CH3:40])[CH3:39])=[O:36])([CH3:4])([CH3:3])[CH3:2]. The catalyst is CCOC(C)=O.[Pd]. The product is [C:1]([O:5][C:6](=[O:41])[CH2:7][CH2:8][C:9]1[CH:14]=[CH:13][C:12]([O:15][CH2:16][CH2:17][C:18]2[N:19]=[C:20]([C:24]3[CH:25]=[CH:26][C:27]([NH2:30])=[CH:28][CH:29]=3)[O:21][C:22]=2[CH3:23])=[CH:11][C:10]=1[CH2:33][NH:34][C:35]([O:37][CH:38]([CH3:39])[CH3:40])=[O:36])([CH3:4])([CH3:3])[CH3:2]. The yield is 1.00. (3) The reactants are [F:1][C:2]1[CH:7]=[CH:6][CH:5]=[CH:4][C:3]=1[N:8]=[C:9]=[O:10].[NH2:11][C:12]1[CH:17]=[CH:16][C:15]([C:18]2[CH:22]=[C:21]([C:23]([N:25]3[CH2:29][CH2:28][CH2:27][C@@H:26]3[C:30]([O:32][CH3:33])=[O:31])=[O:24])[O:20][N:19]=2)=[CH:14][CH:13]=1. No catalyst specified. The product is [F:1][C:2]1[CH:7]=[CH:6][CH:5]=[CH:4][C:3]=1[NH:8][C:9](=[O:10])[NH:11][C:12]1[CH:17]=[CH:16][C:15]([C:18]2[CH:22]=[C:21]([C:23]([N:25]3[CH2:29][CH2:28][CH2:27][C@@H:26]3[C:30]([O:32][CH3:33])=[O:31])=[O:24])[O:20][N:19]=2)=[CH:14][CH:13]=1. The yield is 0.580. (4) The reactants are [NH:1]1[CH2:5][CH2:4][NH:3][C:2]1=[O:6].[Li+].C[Si]([N-][Si](C)(C)C)(C)C.Br[CH2:18][C:19]#[N:20]. The catalyst is CN(C=O)C. The yield is 0.0600. The product is [O:6]=[C:2]1[NH:3][CH2:4][CH2:5][N:1]1[CH2:18][C:19]#[N:20]. (5) The reactants are [Cl:1][C:2]1[C:9]([CH3:10])=[C:8]([NH:11][C@@H:12]([C:16]2[O:17][C:18]([C:21]3[CH:26]=[CH:25][CH:24]=[CH:23][CH:22]=3)=[N:19][N:20]=2)[C@@H:13]([OH:15])[CH3:14])[CH:7]=[CH:6][C:3]=1[C:4]#[N:5].[CH3:27][CH2:28][CH2:29][C:30](Cl)=[O:31]. The catalyst is N1C=CC=CC=1.C(Cl)Cl. The product is [C:30]([O:15][C@@H:13]([CH3:14])[C@@H:12]([NH:11][C:8]1[CH:7]=[CH:6][C:3]([C:4]#[N:5])=[C:2]([Cl:1])[C:9]=1[CH3:10])[C:16]1[O:17][C:18]([C:21]2[CH:26]=[CH:25][CH:24]=[CH:23][CH:22]=2)=[N:19][N:20]=1)(=[O:31])[CH2:29][CH2:28][CH3:27]. The yield is 0.970.